From a dataset of Forward reaction prediction with 1.9M reactions from USPTO patents (1976-2016). Predict the product of the given reaction. (1) The product is: [F:13][CH2:14][CH2:15][N:16]1[CH2:21][CH2:20][CH:19]([NH:22][C:1]([NH:46][C:41]2[CH:42]=[C:43]3[C:38](=[CH:39][CH:40]=2)[N:37]=[C:36]([NH:35][CH:33]2[C:34]4[C:29](=[CH:28][CH:27]=[CH:26][C:25]=4[O:24][CH3:23])[CH2:30][CH2:31][CH2:32]2)[CH:45]=[CH:44]3)=[O:2])[CH2:18][CH2:17]1. Given the reactants [C:1](=O)(OC(Cl)(Cl)Cl)[O:2]C(Cl)(Cl)Cl.[F:13][CH2:14][CH2:15][N:16]1[CH2:21][CH2:20][CH:19]([NH2:22])[CH2:18][CH2:17]1.[CH3:23][O:24][C:25]1[CH:26]=[CH:27][CH:28]=[C:29]2[C:34]=1[CH:33]([NH:35][C:36]1[CH:45]=[CH:44][C:43]3[C:38](=[CH:39][CH:40]=[C:41]([NH2:46])[CH:42]=3)[N:37]=1)[CH2:32][CH2:31][CH2:30]2, predict the reaction product. (2) Given the reactants [C:1]1([C:7]2[CH:8]=[C:9]([C:16]([OH:18])=O)[S:10][C:11]=2[C:12]([F:15])([F:14])[F:13])[CH:6]=[CH:5][CH:4]=[CH:3][CH:2]=1.C(Cl)(=O)C(Cl)=O.C(N(C(C)C)CC)(C)C.[Si]([O:41][C@@H:42]([C:56]1[CH:61]=[CH:60][C:59](/[C:62](=[N:64]/O)/[NH2:63])=[CH:58][CH:57]=1)[CH2:43][N:44]1[CH2:49][CH2:48][CH2:47][C@H:46]([CH2:50][C:51]([O:53]CC)=[O:52])[CH2:45]1)(C(C)(C)C)(C)C.CCCC[N+](CCCC)(CCCC)CCCC.[F-], predict the reaction product. The product is: [OH:41][C@@H:42]([C:56]1[CH:61]=[CH:60][C:59]([C:62]2[N:64]=[C:16]([C:9]3[S:10][C:11]([C:12]([F:13])([F:14])[F:15])=[C:7]([C:1]4[CH:2]=[CH:3][CH:4]=[CH:5][CH:6]=4)[CH:8]=3)[O:18][N:63]=2)=[CH:58][CH:57]=1)[CH2:43][N:44]1[CH2:49][CH2:48][CH2:47][C@H:46]([CH2:50][C:51]([OH:53])=[O:52])[CH2:45]1.